From a dataset of Reaction yield outcomes from USPTO patents with 853,638 reactions. Predict the reaction yield, written as a fraction of the theoretical maximum amount of product (1.0 means a 100% yield; for example, 0.34 means a 34% yield). (1) The product is [NH2:12][C:10]1[S:11][CH:2]=[C:1]([C:4]2[O:5][CH:6]=[CH:7][CH:8]=2)[N:9]=1. The yield is 0.200. The catalyst is ClCCl.CO.[Br-].C([N+](CCCC)(CCCC)CCCC)CCC. The reactants are [C:1]([C:4]1[O:5][CH:6]=[CH:7][CH:8]=1)(=O)[CH3:2].[NH2:9][C:10]([NH2:12])=[S:11]. (2) The reactants are [CH3:1][N:2](C=O)C.CI.CN(C)[CH2:10][C:11]1[C:19]2[C:14](=[CH:15][C:16]([N+:20]([O-:22])=[O:21])=[CH:17][CH:18]=2)[NH:13][CH:12]=1.[C-]#N.[K+]. The yield is 0.360. The catalyst is O.C1COCC1. The product is [N+:20]([C:16]1[CH:15]=[C:14]2[C:19]([C:11]([CH2:10][C:1]#[N:2])=[CH:12][NH:13]2)=[CH:18][CH:17]=1)([O-:22])=[O:21]. (3) The reactants are [C:1]([CH:4]1[O:8][C:7]2[C:9](=[O:19])[C:10]3[C:15]([C:16](=[O:17])[C:6]=2[CH2:5]1)=[C:14]([OH:18])[CH:13]=[CH:12][CH:11]=3)(=[O:3])[CH3:2]. The catalyst is C(Cl)(Cl)Cl.[O-2].[O-2].[Mn+4]. The yield is 0.330. The product is [C:1]([C:4]1[O:8][C:7]2[C:9](=[O:19])[C:10]3[C:15]([C:16](=[O:17])[C:6]=2[CH:5]=1)=[C:14]([OH:18])[CH:13]=[CH:12][CH:11]=3)(=[O:3])[CH3:2]. (4) The reactants are [NH2:1][CH:2]1[CH:17]([OH:18])[CH:6]2[O:7][CH:8]([C:11]3[CH:16]=[CH:15][CH:14]=[CH:13][CH:12]=3)[O:9][CH2:10][CH:5]2[CH2:4][CH:3]1[OH:19].[CH2:20]([S:22]N=C=O)C.[C:26](#[N:28])[CH3:27]. The yield is 1.00. The product is [OH:19][C@H:3]1[C@H:2]([NH:1][C:20]([NH:28][CH2:26][CH3:27])=[S:22])[C@@H:17]([OH:18])[C@@H:6]2[O:7][C@H:8]([C:11]3[CH:16]=[CH:15][CH:14]=[CH:13][CH:12]=3)[O:9][CH2:10][C@H:5]2[CH2:4]1. No catalyst specified. (5) The reactants are Cl[C:2]1[CH:10]=[CH:9][C:8]([S:11](=[O:15])(=[O:14])[NH:12][CH3:13])=[CH:7][C:3]=1[C:4]([OH:6])=[O:5].C(=O)([O-])[O-].[Cs+].[Cs+].[CH3:22][CH:23]([SH:25])[CH3:24].Cl. The catalyst is CN(C)C(=O)C. The product is [CH:23]([S:25][C:2]1[CH:10]=[CH:9][C:8]([S:11](=[O:15])(=[O:14])[NH:12][CH3:13])=[CH:7][C:3]=1[C:4]([OH:6])=[O:5])([CH3:24])[CH3:22]. The yield is 0.850. (6) The reactants are C(Cl)(=O)C(Cl)=O.CS(C)=O.[OH:11][CH2:12][C@H:13]1[O:18][CH2:17][C@H:16]([NH:19][C:20](=[O:26])[O:21][C:22]([CH3:25])([CH3:24])[CH3:23])[CH2:15][CH2:14]1.C(N(C(C)C)CC)(C)C. The catalyst is ClCCl. The product is [CH:12]([C@H:13]1[O:18][CH2:17][C@H:16]([NH:19][C:20](=[O:26])[O:21][C:22]([CH3:24])([CH3:23])[CH3:25])[CH2:15][CH2:14]1)=[O:11]. The yield is 0.710.